From a dataset of Experimental lipophilicity measurements (octanol/water distribution) for 4,200 compounds from AstraZeneca. Regression/Classification. Given a drug SMILES string, predict its absorption, distribution, metabolism, or excretion properties. Task type varies by dataset: regression for continuous measurements (e.g., permeability, clearance, half-life) or binary classification for categorical outcomes (e.g., BBB penetration, CYP inhibition). For this dataset (lipophilicity_astrazeneca), we predict Y. The Y is 2.30 logD. The drug is CC(C)[C@@H](CO)NS(=O)(=O)c1ccc(Cl)s1.